From a dataset of Full USPTO retrosynthesis dataset with 1.9M reactions from patents (1976-2016). Predict the reactants needed to synthesize the given product. Given the product [C:1]([O:5][C:6](=[O:34])[NH:7][CH2:8][CH2:9][CH2:10][CH2:11][NH:12][C:13]1[C:22]2[C:17](=[CH:18][C:19]([O:23][CH2:24][C:25]3[CH:26]=[CH:27][CH:28]=[CH:29][CH:30]=3)=[CH:20][CH:21]=2)[N:16]=[CH:15][C:14]=1[NH2:31])([CH3:4])([CH3:2])[CH3:3], predict the reactants needed to synthesize it. The reactants are: [C:1]([O:5][C:6](=[O:34])[NH:7][CH2:8][CH2:9][CH2:10][CH2:11][NH:12][C:13]1[C:22]2[C:17](=[CH:18][C:19]([O:23][CH2:24][C:25]3[CH:30]=[CH:29][CH:28]=[CH:27][CH:26]=3)=[CH:20][CH:21]=2)[N:16]=[CH:15][C:14]=1[N+:31]([O-])=O)([CH3:4])([CH3:3])[CH3:2].CC(O)C.[H][H].